This data is from Reaction yield outcomes from USPTO patents with 853,638 reactions. The task is: Predict the reaction yield, written as a fraction of the theoretical maximum amount of product (1.0 means a 100% yield; for example, 0.34 means a 34% yield). (1) The reactants are [NH2:1][C:2]1[C:3]([CH2:9][C:10]([O:12]CC)=O)=[N:4][CH:5]=[C:6]([Br:8])[CH:7]=1.Cl.[C:16]([O-:19])(O)=O.[Na+]. No catalyst specified. The product is [Br:8][C:6]1[CH:7]=[C:2]2[NH:1][C:10](=[O:12])[CH2:9][C:3]2=[N:4][CH:5]=1.[NH:1]1[C:2]2[C:3](=[CH:9][CH:10]=[CH:6][CH:7]=2)[NH:4][C:16]1=[O:19]. The yield is 0.600. (2) The reactants are [OH:1][CH2:2][CH2:3][O:4][CH2:5][CH2:6][O:7][CH2:8][CH2:9][O:10][C:11]1[CH:16]=[CH:15][C:14](/[CH:17]=[CH:18]/[C:19]2[CH:24]=[CH:23][C:22]([N+:25]([O-])=O)=[CH:21][CH:20]=2)=[CH:13][N:12]=1.Cl. The catalyst is C(O)C. The product is [OH:1][CH2:2][CH2:3][O:4][CH2:5][CH2:6][O:7][CH2:8][CH2:9][O:10][C:11]1[CH:16]=[CH:15][C:14](/[CH:17]=[CH:18]/[C:19]2[CH:24]=[CH:23][C:22]([NH2:25])=[CH:21][CH:20]=2)=[CH:13][N:12]=1. The yield is 0.760. (3) The reactants are Br[C:2]1[CH:3]=[C:4]([N+:25]([O-:27])=[O:26])[C:5]2[N:9]=[C:8]([CH:10]([CH3:12])[CH3:11])[N:7]([CH2:13][C:14]3[C:23]4[C:18](=[CH:19][CH:20]=[CH:21][CH:22]=4)[CH:17]=[CH:16][CH:15]=3)[C:6]=2[CH:24]=1.[NH:28]1[CH2:33][CH2:32][O:31][CH2:30][CH2:29]1.C([O-])([O-])=O.[Cs+].[Cs+].CC(C1C=C(C(C)C)C(C2C=CC=CC=2P(C2CCCCC2)C2CCCCC2)=C(C(C)C)C=1)C. The catalyst is O1CCOCC1.C1C=CC(/C=C/C(/C=C/C2C=CC=CC=2)=O)=CC=1.C1C=CC(/C=C/C(/C=C/C2C=CC=CC=2)=O)=CC=1.C1C=CC(/C=C/C(/C=C/C2C=CC=CC=2)=O)=CC=1.[Pd].[Pd]. The product is [CH3:11][CH:10]([C:8]1[N:7]([CH2:13][C:14]2[C:23]3[C:18](=[CH:19][CH:20]=[CH:21][CH:22]=3)[CH:17]=[CH:16][CH:15]=2)[C:6]2[CH:24]=[C:2]([N:28]3[CH2:33][CH2:32][O:31][CH2:30][CH2:29]3)[CH:3]=[C:4]([N+:25]([O-:27])=[O:26])[C:5]=2[N:9]=1)[CH3:12]. The yield is 0.770. (4) The reactants are [Br:1][C:2]1[CH:12]=[CH:11][C:5]([C:6]([O:8][CH2:9][CH3:10])=[O:7])=[CH:4][C:3]=1[CH3:13].C1C(=O)N([Br:21])C(=O)C1. No catalyst specified. The product is [Br:1][C:2]1[CH:12]=[CH:11][C:5]([C:6]([O:8][CH2:9][CH3:10])=[O:7])=[CH:4][C:3]=1[CH2:13][Br:21]. The yield is 0.620. (5) The reactants are C(NC1C=CC(C2C=C3C(CN([C@@H](C(C)C)C(O)=O)C3=O)=CC=2)=CC=1)(=O)C1C=CC=CC=1.[O:33]=[C:34]1[C:42]2[C:37](=[CH:38][CH:39]=[C:40]([C:43]3[CH:48]=[CH:47][C:46]([NH:49][C:50](=[O:61])[C:51]4[CH:56]=[CH:55][C:54]([C:57]([F:60])([F:59])[F:58])=[CH:53][CH:52]=4)=[CH:45][CH:44]=3)[CH:41]=2)[CH2:36][N:35]1[C:62]1([C:66]([O:68]C)=[O:67])[CH2:65][CH2:64][CH2:63]1. No catalyst specified. The product is [O:33]=[C:34]1[C:42]2[C:37](=[CH:38][CH:39]=[C:40]([C:43]3[CH:44]=[CH:45][C:46]([NH:49][C:50](=[O:61])[C:51]4[CH:56]=[CH:55][C:54]([C:57]([F:59])([F:58])[F:60])=[CH:53][CH:52]=4)=[CH:47][CH:48]=3)[CH:41]=2)[CH2:36][N:35]1[C:62]1([C:66]([OH:68])=[O:67])[CH2:65][CH2:64][CH2:63]1. The yield is 0.960. (6) The reactants are CC([O-])(C)C.[K+].CC1C=CC(S([CH2:17][N+:18]#[C-])(=O)=O)=CC=1.[CH2:20]([O:27][C:28]1[CH:29]=[C:30]([CH:33]=[CH:34][C:35]=1[O:36][CH3:37])[CH:31]=O)[C:21]1[CH:26]=[CH:25][CH:24]=[CH:23][CH:22]=1.CO. The catalyst is C1COCC1.O. The product is [CH2:20]([O:27][C:28]1[CH:29]=[C:30]([CH2:31][C:17]#[N:18])[CH:33]=[CH:34][C:35]=1[O:36][CH3:37])[C:21]1[CH:26]=[CH:25][CH:24]=[CH:23][CH:22]=1. The yield is 0.480. (7) The reactants are [F:1][C:2]1[CH:7]=[C:6]([F:8])[CH:5]=[CH:4][C:3]=1[C@@H:9]1[CH2:13][O:12][C:11](=[O:14])[N:10]1[C:15]1[CH:20]=[CH:19][N:18]2[N:21]=[CH:22][C:23]([C:24]3[CH:29]=[CH:28][C:27]([C:30]4[N:34]=[CH:33][N:32](COCC[Si](C)(C)C)[N:31]=4)=[C:26]([F:43])[CH:25]=3)=[C:17]2[N:16]=1.FC1C=C(F)C=CC=1[C@@H]1COC(=O)N1C1C=CN2N=CC(C3C=CC(C4N(COCC[Si](C)(C)C)N=CN=4)=C(F)C=3)=C2N=1. No catalyst specified. The product is [F:1][C:2]1[CH:7]=[C:6]([F:8])[CH:5]=[CH:4][C:3]=1[C@@H:9]1[CH2:13][O:12][C:11](=[O:14])[N:10]1[C:15]1[CH:20]=[CH:19][N:18]2[N:21]=[CH:22][C:23]([C:24]3[CH:29]=[CH:28][C:27]([C:30]4[N:34]=[CH:33][NH:32][N:31]=4)=[C:26]([F:43])[CH:25]=3)=[C:17]2[N:16]=1. The yield is 0.810.